From a dataset of Full USPTO retrosynthesis dataset with 1.9M reactions from patents (1976-2016). Predict the reactants needed to synthesize the given product. Given the product [F:1][C:2]1[C:3]2[CH:4]=[C:5]3[C:14]4[N:15]=[C:16]([C:19]5[C:20]([N:40]([CH3:45])[S:41]([CH3:44])(=[O:43])=[O:42])=[CH:21][C:22]6[O:26][C:25]([C:27]7[C:28]([OH:33])=[N:29][CH:30]=[CH:31][CH:32]=7)=[C:24]([C:35]([NH:37][CH3:38])=[O:36])[C:23]=6[CH:39]=5)[CH:17]=[CH:18][C:13]=4[O:12][CH2:11][N:6]3[C:7]=2[CH:8]=[CH:9][CH:10]=1, predict the reactants needed to synthesize it. The reactants are: [F:1][C:2]1[C:3]2[CH:4]=[C:5]3[C:14]4[N:15]=[C:16]([C:19]5[C:20]([N:40]([CH3:45])[S:41]([CH3:44])(=[O:43])=[O:42])=[CH:21][C:22]6[O:26][C:25]([C:27]7[C:28]([O:33]C)=[N:29][CH:30]=[CH:31][CH:32]=7)=[C:24]([C:35]([NH:37][CH3:38])=[O:36])[C:23]=6[CH:39]=5)[CH:17]=[CH:18][C:13]=4[O:12][CH2:11][N:6]3[C:7]=2[CH:8]=[CH:9][CH:10]=1.[Na+].[I-].